Dataset: TCR-epitope binding with 47,182 pairs between 192 epitopes and 23,139 TCRs. Task: Binary Classification. Given a T-cell receptor sequence (or CDR3 region) and an epitope sequence, predict whether binding occurs between them. (1) The epitope is RQLLFVVEV. The TCR CDR3 sequence is CASSFSGNPYEQYF. Result: 1 (the TCR binds to the epitope). (2) The TCR CDR3 sequence is CSAETGGSTEAFF. The epitope is DPFRLLQNSQVFS. Result: 1 (the TCR binds to the epitope). (3) The epitope is FLASKIGRLV. The TCR CDR3 sequence is CASSFLRDQETQYF. Result: 0 (the TCR does not bind to the epitope). (4) The epitope is ELAGIGILTV. The TCR CDR3 sequence is CSFRTGVDTQYF. Result: 1 (the TCR binds to the epitope). (5) The epitope is LQPFPQPELPYPQPQ. The TCR CDR3 sequence is CASSALASGGDTQYF. Result: 0 (the TCR does not bind to the epitope). (6) The epitope is YVLDHLIVV. The TCR CDR3 sequence is CASSHSLEGRRGGYTF. Result: 0 (the TCR does not bind to the epitope).